From a dataset of Forward reaction prediction with 1.9M reactions from USPTO patents (1976-2016). Predict the product of the given reaction. (1) Given the reactants [CH3:1][C:2]([CH3:7])([CH2:5][NH2:6])[CH2:3][NH2:4].Cl[C:9]([CH3:15])([CH3:14])[CH:10]([N:12]=[O:13])[CH3:11].O.[CH3:17]O, predict the reaction product. The product is: [NH2:4][CH2:3][C:2]([CH3:7])([CH3:1])[CH2:5][NH:6][C:9]([CH3:15])([CH3:14])[C:10](=[N:12][OH:13])[CH2:11][CH3:17]. (2) The product is: [ClH:1].[Cl:1][C:2]1[CH:3]=[CH:4][C:5]([NH:8][C:9](=[O:27])[NH:10][C:11]2[S:23][C:14]3[CH2:15][N:16]([CH2:19][CH:20]4[CH2:21][CH2:22]4)[CH2:17][CH2:18][C:13]=3[C:12]=2[C:24]([NH2:26])=[O:25])=[CH:6][CH:7]=1. Given the reactants [Cl:1][C:2]1[CH:7]=[CH:6][C:5]([NH:8][C:9](=[O:27])[NH:10][C:11]2[S:23][C:14]3[CH2:15][N:16]([CH2:19][CH:20]4[CH2:22][CH2:21]4)[CH2:17][CH2:18][C:13]=3[C:12]=2[C:24]([NH2:26])=[O:25])=[CH:4][CH:3]=1.Cl, predict the reaction product. (3) Given the reactants [Cl:1][C:2]1[CH:10]=[C:9]2[C:5]([C:6]([CH2:11][CH2:12][CH2:13][OH:14])=[CH:7][NH:8]2)=[CH:4][CH:3]=1.C1C=CC(P(C2C=CC=CC=2)C2C=CC=CC=2)=CC=1.[C:34]1(O)[C:43]2[C:38](=[CH:39][CH:40]=[CH:41][CH:42]=2)[CH:37]=[CH:36][CH:35]=1, predict the reaction product. The product is: [Cl:1][C:2]1[CH:10]=[C:9]2[C:5]([C:6]([CH2:11][CH2:12][CH2:13][O:14][C:42]3[C:43]4[C:38](=[CH:37][CH:36]=[CH:35][CH:34]=4)[CH:39]=[CH:40][CH:41]=3)=[CH:7][NH:8]2)=[CH:4][CH:3]=1. (4) The product is: [N+:9]([C:8]1[C:3]([O:2][CH3:1])=[C:4]([C:23]2[S:27][C:26]([C:28]([OH:30])=[O:29])=[CH:25][CH:24]=2)[CH:5]=[C:6]([CH3:12])[CH:7]=1)([O-:11])=[O:10]. Given the reactants [CH3:1][O:2][C:3]1[C:8]([N+:9]([O-:11])=[O:10])=[CH:7][C:6]([CH3:12])=[CH:5][C:4]=1B1OC(C)(C)C(C)(C)O1.Br[C:23]1[S:27][C:26]([C:28]([OH:30])=[O:29])=[CH:25][CH:24]=1.C(=O)([O-])[O-].[Na+].[Na+], predict the reaction product.